Dataset: Forward reaction prediction with 1.9M reactions from USPTO patents (1976-2016). Task: Predict the product of the given reaction. (1) Given the reactants [C:1]([CH:3]([CH:9]([CH3:11])[CH3:10])[C:4]([O:6]CC)=O)#[N:2].[CH2:12]([NH:14][C:15]([NH2:17])=[O:16])[CH3:13].[O-]CC.[Na+].Cl, predict the reaction product. The product is: [CH2:12]([N:14]1[C:1]([NH2:2])=[C:3]([CH:9]([CH3:10])[CH3:11])[C:4](=[O:6])[NH:17][C:15]1=[O:16])[CH3:13]. (2) Given the reactants [CH2:1]([O:8][C:9](=[O:21])/[CH:10]=[C:11](\[NH:13][C:14]1[CH:19]=[CH:18][C:17]([F:20])=[CH:16][CH:15]=1)/[CH3:12])[C:2]1[CH:7]=[CH:6][CH:5]=[CH:4][CH:3]=1.[C:22](#[N:25])[CH2:23][CH3:24], predict the reaction product. The product is: [CH2:1]([O:8][C:9]([C:10]1[C:22]([CH2:23][CH3:24])=[N:25][N:13]([C:14]2[CH:19]=[CH:18][C:17]([F:20])=[CH:16][CH:15]=2)[C:11]=1[CH3:12])=[O:21])[C:2]1[CH:7]=[CH:6][CH:5]=[CH:4][CH:3]=1. (3) Given the reactants [CH:1]1CC[CH2:6][CH2:5][CH2:4][CH2:3][CH:2]=1.C[N+]1([O-])[CH2:15][CH2:14][O:13]CC1.[OH2:17], predict the reaction product. The product is: [C@@H:14]1([OH:13])[CH2:15][CH2:6][CH2:5][CH2:4][CH2:3][CH2:2][C@@H:1]1[OH:17]. (4) The product is: [NH:1]([C:11]([O:13][CH2:14][C:15]1[CH:20]=[CH:19][CH:18]=[CH:17][CH:16]=1)=[O:12])[CH2:2][C:3]([NH:5][CH2:6][C:7]([OH:9])=[O:8])=[O:4]. Given the reactants [NH:1]([C:11]([O:13][CH2:14][C:15]1[CH:20]=[CH:19][CH:18]=[CH:17][CH:16]=1)=[O:12])[CH2:2][C:3]([NH:5][CH2:6][C:7]([O:9]C)=[O:8])=[O:4].[OH-].[Na+], predict the reaction product. (5) Given the reactants [N+:1]([C:4]1[CH:12]=[CH:11][CH:10]=[C:9]2[C:5]=1[CH2:6][CH2:7][C:8]2=[O:13])([O-])=O, predict the reaction product. The product is: [NH2:1][C:4]1[CH:12]=[CH:11][CH:10]=[C:9]2[C:5]=1[CH2:6][CH2:7][C:8]2=[O:13]. (6) The product is: [Cl:1][C:2]1[CH:3]=[C:4]([S:9]([NH:14][C@@H:15]2[CH2:19][CH2:18][N:17]([CH3:20])[C:16]2=[O:21])(=[O:11])=[O:10])[CH:5]=[N:6][C:7]=1[Cl:8]. Given the reactants [Cl:1][C:2]1[CH:3]=[C:4]([S:9](Cl)(=[O:11])=[O:10])[CH:5]=[N:6][C:7]=1[Cl:8].Cl.[NH2:14][C@@H:15]1[CH2:19][CH2:18][N:17]([CH3:20])[C:16]1=[O:21].CCN(C(C)C)C(C)C, predict the reaction product.